This data is from Reaction yield outcomes from USPTO patents with 853,638 reactions. The task is: Predict the reaction yield, written as a fraction of the theoretical maximum amount of product (1.0 means a 100% yield; for example, 0.34 means a 34% yield). The reactants are CC(OI1(OC(C)=O)(OC(C)=O)OC(=O)C2C=CC=CC1=2)=O.[C:23]([O:27][C:28]([N:30]1[CH2:35][CH2:34][C:33]2[N:36]([CH2:49][CH2:50][CH2:51][OH:52])[N:37]=[C:38]([C:39]3[CH:44]=[CH:43][C:42]([C:45]([F:48])([F:47])[F:46])=[CH:41][CH:40]=3)[C:32]=2[CH2:31]1)=[O:29])([CH3:26])([CH3:25])[CH3:24]. The catalyst is C(Cl)Cl.CCOCC.C([O-])(O)=O.[Na+]. The product is [C:23]([O:27][C:28]([N:30]1[CH2:35][CH2:34][C:33]2[N:36]([CH2:49][CH2:50][CH:51]=[O:52])[N:37]=[C:38]([C:39]3[CH:44]=[CH:43][C:42]([C:45]([F:48])([F:46])[F:47])=[CH:41][CH:40]=3)[C:32]=2[CH2:31]1)=[O:29])([CH3:26])([CH3:25])[CH3:24]. The yield is 0.790.